From a dataset of Catalyst prediction with 721,799 reactions and 888 catalyst types from USPTO. Predict which catalyst facilitates the given reaction. (1) Reactant: [Br:1][C:2]1[CH:7]=[CH:6][N:5]2[C:8]([C:11]([OH:13])=O)=[CH:9][N:10]=[C:4]2[CH:3]=1.O=S(Cl)Cl.[NH2:18][C:19]1[CH:20]=[C:21]([CH:26]=[CH:27][C:28]=1[F:29])[C:22]([O:24][CH3:25])=[O:23].O. Product: [CH3:25][O:24][C:22](=[O:23])[C:21]1[CH:26]=[CH:27][C:28]([F:29])=[C:19]([NH:18][C:11]([C:8]2[N:5]3[CH:6]=[CH:7][C:2]([Br:1])=[CH:3][C:4]3=[N:10][CH:9]=2)=[O:13])[CH:20]=1. The catalyst class is: 44. (2) Reactant: [CH2:1]1[CH2:11]CN2C(=NCCC2)C[CH2:2]1.[OH:12][CH:13]([C:19]1[CH:24]=[CH:23][C:22]([N:25]2[C:29](=[O:30])[CH2:28][CH2:27][C@@H:26]2[CH2:31][CH2:32][CH2:33][C:34]2[S:38][C:37]([C:39]([OH:41])=[O:40])=[CH:36][CH:35]=2)=[CH:21][CH:20]=1)[CH2:14][CH2:15][CH2:16][CH2:17][CH3:18].IC(C)C. Product: [CH:1]([O:40][C:39]([C:37]1[S:38][C:34]([CH2:33][CH2:32][CH2:31][C@H:26]2[CH2:27][CH2:28][C:29](=[O:30])[N:25]2[C:22]2[CH:21]=[CH:20][C:19]([CH:13]([OH:12])[CH2:14][CH2:15][CH2:16][CH2:17][CH3:18])=[CH:24][CH:23]=2)=[CH:35][CH:36]=1)=[O:41])([CH3:11])[CH3:2]. The catalyst class is: 21. (3) Reactant: [NH2:1][C:2]1[CH:3]=[C:4]([C:8]2[C:13]([O:14][CH3:15])=[CH:12][CH:11]=[C:10]([C:16]([NH:18][C:19]3[CH:24]=[CH:23][C:22]([C:25]4[CH:30]=[CH:29][C:28]([O:31][CH:32]5[CH2:37][CH2:36][N:35]([CH3:38])[CH2:34][CH2:33]5)=[CH:27][CH:26]=4)=[CH:21][CH:20]=3)=[O:17])[CH:9]=2)[CH:5]=[CH:6][CH:7]=1.[C:39](OC(=O)C)(=[O:41])[CH3:40]. Product: [C:39]([NH:1][C:2]1[CH:3]=[C:4]([C:8]2[C:13]([O:14][CH3:15])=[CH:12][CH:11]=[C:10]([C:16]([NH:18][C:19]3[CH:24]=[CH:23][C:22]([C:25]4[CH:30]=[CH:29][C:28]([O:31][CH:32]5[CH2:37][CH2:36][N:35]([CH3:38])[CH2:34][CH2:33]5)=[CH:27][CH:26]=4)=[CH:21][CH:20]=3)=[O:17])[CH:9]=2)[CH:5]=[CH:6][CH:7]=1)(=[O:41])[CH3:40]. The catalyst class is: 17. (4) Reactant: C(N(CC)CC)C.[Cl:8][C:9]1[C:18]([N+:19]([O-:21])=[O:20])=[C:17](Cl)[C:16]2[C:11](=[CH:12][CH:13]=[CH:14][CH:15]=2)[N:10]=1.[F:23][C:24]1[CH:29]=[CH:28][C:27]([C:30]2[CH:34]=[C:33]([CH2:35][CH2:36][NH2:37])[O:32][N:31]=2)=[CH:26][CH:25]=1.O. Product: [Cl:8][C:9]1[C:18]([N+:19]([O-:21])=[O:20])=[C:17]([NH:37][CH2:36][CH2:35][C:33]2[O:32][N:31]=[C:30]([C:27]3[CH:28]=[CH:29][C:24]([F:23])=[CH:25][CH:26]=3)[CH:34]=2)[C:16]2[C:11](=[CH:12][CH:13]=[CH:14][CH:15]=2)[N:10]=1. The catalyst class is: 60. (5) Reactant: [OH:1][C@H:2]1[C:7](=[O:8])[C:6]2[CH:9]=[CH:10][C:11]3[N:12]([CH3:17])[C:13]([CH3:16])=[N:14][C:15]=3[C:5]=2[O:4][C@@H:3]1[C:18]1[CH:23]=[CH:22][CH:21]=[CH:20][CH:19]=1.C(N(C(C)C)C(C)C)C.[C:33](Cl)(=[O:38])[C:34]([CH3:37])([CH3:36])[CH3:35]. Product: [CH3:16][C:13]1[N:12]([CH3:17])[C:11]2[CH:10]=[CH:9][C:6]3[C:7](=[O:8])[C@H:2]([O:1][C:33](=[O:38])[C:34]([CH3:37])([CH3:36])[CH3:35])[C@@H:3]([C:18]4[CH:19]=[CH:20][CH:21]=[CH:22][CH:23]=4)[O:4][C:5]=3[C:15]=2[N:14]=1. The catalyst class is: 119.